This data is from Forward reaction prediction with 1.9M reactions from USPTO patents (1976-2016). The task is: Predict the product of the given reaction. Given the reactants [C:1]([O:5][C:6]([N:8]1[CH2:12][CH:11]([F:13])[CH2:10][CH:9]1[C:14](O)=[O:15])=[O:7])([CH3:4])([CH3:3])[CH3:2].B.C1COCC1, predict the reaction product. The product is: [C:1]([O:5][C:6]([N:8]1[CH2:12][CH:11]([F:13])[CH2:10][CH:9]1[CH2:14][OH:15])=[O:7])([CH3:4])([CH3:3])[CH3:2].